From a dataset of Forward reaction prediction with 1.9M reactions from USPTO patents (1976-2016). Predict the product of the given reaction. Given the reactants O[Li:2].O.[F:4][C:5]1[CH:6]=[CH:7][C:8]([CH2:43][C:44]([O:46]C)=[O:45])=[C:9]([CH:42]=1)[CH2:10][CH2:11][C:12]1[C:17]([C:18]([F:21])([F:20])[F:19])=[CH:16][N:15]=[C:14]([NH:22][C:23]2[CH:28]=[CH:27][C:26]([CH:29]3[CH2:34][CH2:33][N:32]([C:35]([O:37][C:38]([CH3:41])([CH3:40])[CH3:39])=[O:36])[CH2:31][CH2:30]3)=[CH:25][CH:24]=2)[N:13]=1, predict the reaction product. The product is: [C:38]([O:37][C:35]([N:32]1[CH2:31][CH2:30][CH:29]([C:26]2[CH:25]=[CH:24][C:23]([NH:22][C:14]3[N:13]=[C:12]([CH2:11][CH2:10][C:9]4[CH:42]=[C:5]([F:4])[CH:6]=[CH:7][C:8]=4[CH2:43][C:44]([O-:46])=[O:45])[C:17]([C:18]([F:19])([F:20])[F:21])=[CH:16][N:15]=3)=[CH:28][CH:27]=2)[CH2:34][CH2:33]1)=[O:36])([CH3:41])([CH3:39])[CH3:40].[Li+:2].